Dataset: Forward reaction prediction with 1.9M reactions from USPTO patents (1976-2016). Task: Predict the product of the given reaction. (1) Given the reactants [CH3:1][N:2]1[C:6]([NH:7][C:8](=[O:15])OCC(Cl)(Cl)Cl)=[CH:5][CH:4]=[N:3]1.[F:16][C:17]1[CH:22]=[C:21]([F:23])[CH:20]=[CH:19][C:18]=1[C:24]1[N:29]=[C:28]([N:30]2[CH2:35][CH2:34][NH:33][CH2:32][CH2:31]2)[CH:27]=[CH:26][CH:25]=1, predict the reaction product. The product is: [F:16][C:17]1[CH:22]=[C:21]([F:23])[CH:20]=[CH:19][C:18]=1[C:24]1[N:29]=[C:28]([N:30]2[CH2:31][CH2:32][N:33]([C:8]([NH:7][C:6]3[N:2]([CH3:1])[N:3]=[CH:4][CH:5]=3)=[O:15])[CH2:34][CH2:35]2)[CH:27]=[CH:26][CH:25]=1. (2) Given the reactants C([O:5][C:6](=[O:48])[CH2:7][C@H:8]1[CH2:13][C@@H:12]([CH2:14][CH2:15][N:16]2[C:20]([CH:21]([CH3:23])[CH3:22])=[C:19]([C:24](=[O:32])[NH:25][C:26]3[CH:31]=[CH:30][CH:29]=[CH:28][CH:27]=3)[C:18]([C:33]3[CH:38]=[CH:37][CH:36]=[CH:35][CH:34]=3)=[C:17]2[C:39]2[CH:44]=[CH:43][C:42]([F:45])=[CH:41][CH:40]=2)[O:11]C(C)(C)[O:9]1)(C)(C)C.Cl.[OH-].[Na+:51], predict the reaction product. The product is: [CH3:23][CH:21]([C:20]1[N:16]([CH2:15][CH2:14][C@@H:12]([OH:11])[CH2:13][C@@H:8]([OH:9])[CH2:7][C:6]([O-:48])=[O:5])[C:17]([C:39]2[CH:44]=[CH:43][C:42]([F:45])=[CH:41][CH:40]=2)=[C:18]([C:33]2[CH:38]=[CH:37][CH:36]=[CH:35][CH:34]=2)[C:19]=1[C:24]([NH:25][C:26]1[CH:31]=[CH:30][CH:29]=[CH:28][CH:27]=1)=[O:32])[CH3:22].[Na+:51]. (3) Given the reactants [F:1][C:2]1[CH:3]=[C:4]([CH2:10][CH2:11][C:12]2[N:13]=[C:14]([NH:17][C:18](=[O:20])[CH3:19])[S:15][CH:16]=2)[CH:5]=[CH:6][C:7]=1[CH2:8]O.S(Cl)([Cl:23])=O, predict the reaction product. The product is: [Cl:23][CH2:8][C:7]1[CH:6]=[CH:5][C:4]([CH2:10][CH2:11][C:12]2[N:13]=[C:14]([NH:17][C:18](=[O:20])[CH3:19])[S:15][CH:16]=2)=[CH:3][C:2]=1[F:1]. (4) Given the reactants [Br:1][C:2]1[CH:3]=[C:4]([CH:8]=[O:9])[S:5][C:6]=1[CH3:7].[CH2:10](O)[CH2:11][OH:12].O.C1(C)C=CC(S(O)(=O)=O)=CC=1.C1(C)C=CC=CC=1, predict the reaction product. The product is: [Br:1][C:2]1[CH:3]=[C:4]([CH:8]2[O:12][CH2:11][CH2:10][O:9]2)[S:5][C:6]=1[CH3:7].